Dataset: Catalyst prediction with 721,799 reactions and 888 catalyst types from USPTO. Task: Predict which catalyst facilitates the given reaction. (1) Reactant: [CH3:1][S:2]([NH2:5])(=[O:4])=[O:3].[H-].[Na+].Cl[CH2:9][CH2:10][C:11]([C:13]1[CH:18]=[CH:17][CH:16]=[CH:15][CH:14]=1)=[O:12].O. Product: [CH3:1][S:2]([NH:5][CH2:9][CH2:10][C:11]([C:13]1[CH:18]=[CH:17][CH:16]=[CH:15][CH:14]=1)=[O:12])(=[O:4])=[O:3]. The catalyst class is: 9. (2) Reactant: [CH2:1]([N:3]1[C:7]([NH2:8])=[CH:6][C:5]([CH2:9][C:10](=O)[N:11]2[CH2:15][CH2:14][CH2:13][CH2:12]2)=[N:4]1)[CH3:2].[H-].[H-].[H-].[H-].[Li+].[Al+3]. Product: [CH2:1]([N:3]1[C:7]([NH2:8])=[CH:6][C:5]([CH2:9][CH2:10][N:11]2[CH2:12][CH2:13][CH2:14][CH2:15]2)=[N:4]1)[CH3:2]. The catalyst class is: 7. (3) Reactant: [C:1]([NH:9][C:10]1[CH:11]=[C:12]([NH:16][C:17]([C:19]2[CH:27]=[C:26]3[C:22]([CH2:23][C:24](=[O:28])[NH:25]3)=[CH:21][CH:20]=2)=[O:18])[CH:13]=[CH:14][CH:15]=1)(=[O:8])[C:2]1[CH:7]=[CH:6][CH:5]=[CH:4][CH:3]=1.[NH:29]1[CH:33]=[CH:32][CH:31]=[C:30]1[CH:34]=O. Product: [C:1]([NH:9][C:10]1[CH:11]=[C:12]([NH:16][C:17]([C:19]2[CH:27]=[C:26]3[C:22]([C:23](=[CH:34][C:30]4[NH:29][CH:33]=[CH:32][CH:31]=4)[C:24](=[O:28])[NH:25]3)=[CH:21][CH:20]=2)=[O:18])[CH:13]=[CH:14][CH:15]=1)(=[O:8])[C:2]1[CH:7]=[CH:6][CH:5]=[CH:4][CH:3]=1. The catalyst class is: 360. (4) Reactant: [CH3:1][Mg]Br.[F:4][C:5]1[CH:10]=[CH:9][C:8]([C@H:11]2[CH2:13][C@@H:12]2[C:14](N(OC)C)=[O:15])=[CH:7][CH:6]=1. Product: [F:4][C:5]1[CH:10]=[CH:9][C:8]([C@H:11]2[CH2:13][C@@H:12]2[C:14](=[O:15])[CH3:1])=[CH:7][CH:6]=1. The catalyst class is: 1. (5) Reactant: [OH:1][CH2:2][C:3]1[N:8]=[C:7]([NH:9][C:10](=[O:15])[C:11]([CH3:14])([CH3:13])[CH3:12])[CH:6]=[CH:5][CH:4]=1.C1(P(C2C=CC=CC=2)C2C=CC=CC=2)C=CC=CC=1.[F:35][C:36]([F:45])([F:44])[C:37]1[CH:42]=[CH:41][C:40](O)=[CH:39][CH:38]=1.N(C(OC(C)C)=O)=NC(OC(C)C)=O. Product: [CH3:13][C:11]([CH3:12])([CH3:14])[C:10]([NH:9][C:7]1[CH:6]=[CH:5][CH:4]=[C:3]([CH2:2][O:1][C:40]2[CH:41]=[CH:42][C:37]([C:36]([F:45])([F:44])[F:35])=[CH:38][CH:39]=2)[N:8]=1)=[O:15]. The catalyst class is: 11. (6) Reactant: C([O:9][CH2:10][C@@H:11]1[C@@H:15]([F:16])[C@:14]([O:18]C(=O)C2C=CC=CC=2)([CH3:17])[C@H:13]([N:27]2[CH:35]=[N:34][C:33]3[C:28]2=[N:29][C:30]([NH2:37])=[N:31][C:32]=3Cl)[O:12]1)(=O)C1C=CC=CC=1.[CH3:38][O-:39].[Na+]. Product: [NH2:37][C:30]1[N:29]=[C:28]2[C:33]([N:34]=[CH:35][N:27]2[C@H:13]2[C@:14]([CH3:17])([OH:18])[C@H:15]([F:16])[C@@H:11]([CH2:10][OH:9])[O:12]2)=[C:32]([O:39][CH3:38])[N:31]=1. The catalyst class is: 5. (7) Reactant: [N:1]1[C:8]([Cl:9])=[N:7][C:5](Cl)=[N:4][C:2]=1[Cl:3].[F:10][C:11]1[CH:18]=[CH:17][C:14]([CH2:15][NH2:16])=[CH:13][CH:12]=1.CCN(CC)CC. Product: [Cl:9][C:8]1[N:1]=[C:2]([Cl:3])[N:4]=[C:5]([NH:16][CH2:15][C:14]2[CH:17]=[CH:18][C:11]([F:10])=[CH:12][CH:13]=2)[N:7]=1. The catalyst class is: 20. (8) Reactant: [Br:1][C:2]1[C:6]2[C:7]([NH2:20])=[N:8][CH:9]=[C:10](/[CH:11]=[CH:12]/[CH:13](OCC)[O:14]CC)[C:5]=2[S:4][CH:3]=1.C1(C)C=CC(S(O)(=O)=O)=CC=1.CC(C)=O. Product: [NH2:20][C:7]1[C:6]2[C:2]([Br:1])=[CH:3][S:4][C:5]=2[C:10](/[CH:11]=[CH:12]/[CH:13]=[O:14])=[CH:9][N:8]=1. The catalyst class is: 6.